Dataset: Forward reaction prediction with 1.9M reactions from USPTO patents (1976-2016). Task: Predict the product of the given reaction. (1) Given the reactants [Br:1][C:2]1[CH:11]=[CH:10][C:9]([N+:12]([O-])=O)=[CH:8][C:3]=1[C:4]([O:6][CH3:7])=[O:5], predict the reaction product. The product is: [CH3:7][O:6][C:4](=[O:5])[C:3]1[CH:8]=[C:9]([NH2:12])[CH:10]=[CH:11][C:2]=1[Br:1]. (2) Given the reactants [Cl:1][C:2]1[CH:7]=[CH:6][C:5]([N:8]2[CH2:12][CH2:11][CH:10]([C:13]3[CH:18]=[CH:17][C:16]([Cl:19])=[C:15]([Cl:20])[CH:14]=3)[C:9]2=[O:21])=[CH:4][C:3]=1[O:22][CH2:23][CH2:24][N:25]1[CH2:30][CH2:29][CH2:28][CH2:27][CH2:26]1.C([O:35][K])(C)(C)C.[NH4+].[Cl-], predict the reaction product. The product is: [Cl:1][C:2]1[CH:7]=[CH:6][C:5]([N:8]2[CH2:12][CH2:11][C:10]([C:13]3[CH:18]=[CH:17][C:16]([Cl:19])=[C:15]([Cl:20])[CH:14]=3)([OH:35])[C:9]2=[O:21])=[CH:4][C:3]=1[O:22][CH2:23][CH2:24][N:25]1[CH2:26][CH2:27][CH2:28][CH2:29][CH2:30]1.